From a dataset of Forward reaction prediction with 1.9M reactions from USPTO patents (1976-2016). Predict the product of the given reaction. (1) Given the reactants Br[CH2:2][CH2:3][CH2:4][O:5][Si:6]([C:9]([CH3:12])([CH3:11])[CH3:10])([CH3:8])[CH3:7].[F:13][C:14]1[CH:15]=[C:16]([CH:35]=[CH:36][CH:37]=1)[CH2:17][NH:18][C:19]([C:21]1[S:22][C:23]([N:27]2[CH:32]=[CH:31][C:30]([OH:33])=[CH:29][C:28]2=[O:34])=[CH:24][C:25]=1[CH3:26])=[O:20], predict the reaction product. The product is: [Si:6]([O:5][CH2:4][CH2:3][CH2:2][O:33][C:30]1[CH:31]=[CH:32][N:27]([C:23]2[S:22][C:21]([C:19]([NH:18][CH2:17][C:16]3[CH:35]=[CH:36][CH:37]=[C:14]([F:13])[CH:15]=3)=[O:20])=[C:25]([CH3:26])[CH:24]=2)[C:28](=[O:34])[CH:29]=1)([C:9]([CH3:12])([CH3:11])[CH3:10])([CH3:8])[CH3:7]. (2) Given the reactants C(OC([NH:8][C:9]([C:12]1[CH:17]=[CH:16][C:15]([C:18]2[C:23]([Cl:24])=[CH:22][N:21]=[C:20](Cl)[N:19]=2)=[CH:14][CH:13]=1)([CH3:11])[CH3:10])=O)(C)(C)C.[NH2:26][C:27]1[CH:35]=[CH:34][C:30]([CH2:31][CH2:32][OH:33])=[CH:29][CH:28]=1.FC(F)(F)C(O)=O, predict the reaction product. The product is: [NH2:8][C:9]([C:12]1[CH:13]=[CH:14][C:15]([C:18]2[C:23]([Cl:24])=[CH:22][N:21]=[C:20]([NH:26][C:27]3[CH:35]=[CH:34][C:30]([CH2:31][CH2:32][OH:33])=[CH:29][CH:28]=3)[N:19]=2)=[CH:16][CH:17]=1)([CH3:10])[CH3:11]. (3) Given the reactants [C:1]([O:6][CH2:7]Cl)(=[O:5])[CH2:2][CH2:3][CH3:4].[Na+].[I-].[Cl:11][C:12]1[CH:13]=[CH:14][C:15]([F:59])=[C:16]([C:18]2[CH:23]=[CH:22][C:21]([CH2:24][N:25]([CH2:53][C@@H:54]([OH:58])[C:55]([OH:57])=[O:56])[NH:26][C:27]([C:29]3[N:30]=[N:31][N:32](C(C4C=CC=CC=4)(C4C=CC=CC=4)C4C=CC=CC=4)[N:33]=3)=[O:28])=[CH:20][CH:19]=2)[CH:17]=1.CCN(C(C)C)C(C)C.Cl.O1CCOCC1.CC#N, predict the reaction product. The product is: [Cl:11][C:12]1[CH:13]=[CH:14][C:15]([F:59])=[C:16]([C:18]2[CH:23]=[CH:22][C:21]([CH2:24][N:25]([CH2:53][C@@H:54]([OH:58])[C:55]([O:57][CH2:7][O:6][C:1](=[O:5])[CH2:2][CH2:3][CH3:4])=[O:56])[NH:26][C:27]([C:29]3[N:30]=[N:31][NH:32][N:33]=3)=[O:28])=[CH:20][CH:19]=2)[CH:17]=1. (4) Given the reactants [CH:1]1([C:4]2[CH:5]=[C:6](/[C:16](=[CH:26]\[C@H:27]3[CH2:31][CH2:30][CH:29](O)[CH2:28]3)/[C:17]([NH:19][C:20]3[CH:24]=[CH:23][N:22]([CH3:25])[N:21]=3)=[O:18])[CH:7]=[CH:8][C:9]=2[S:10]([CH:13]2[CH2:15][CH2:14]2)(=[O:12])=[O:11])[CH2:3][CH2:2]1.C(N(S(F)(F)[F:39])CC)C, predict the reaction product. The product is: [CH:1]1([C:4]2[CH:5]=[C:6](/[C:16](=[CH:26]\[C@H:27]3[CH2:31][CH2:30][CH:29]([F:39])[CH2:28]3)/[C:17]([NH:19][C:20]3[CH:24]=[CH:23][N:22]([CH3:25])[N:21]=3)=[O:18])[CH:7]=[CH:8][C:9]=2[S:10]([CH:13]2[CH2:15][CH2:14]2)(=[O:12])=[O:11])[CH2:3][CH2:2]1. (5) Given the reactants N([O-])=O.[Na+].N[C:6]1[CH:7]=[C:8]([CH:13]=[CH:14][C:15]=1[Cl:16])[C:9]([O:11][CH3:12])=[O:10].[OH-].[Na+].[Cu](C#N)[C:20]#[N:21], predict the reaction product. The product is: [Cl:16][C:15]1[CH:14]=[CH:13][C:8]([C:9]([O:11][CH3:12])=[O:10])=[CH:7][C:6]=1[C:20]#[N:21]. (6) Given the reactants [C:1]([O:5][C:6]([N:8]1[CH2:13][C@H:12]([O:14][CH2:15][C:16]2[CH:25]=[C:24]([O:26][CH3:27])[C:23]3[C:18](=[CH:19][CH:20]=[CH:21][CH:22]=3)[CH:17]=2)[C@@H:11]([C:28]2[CH:33]=[CH:32][C:31]([O:34][CH2:35][CH2:36][CH2:37][O:38][C:39]3[CH:44]=[CH:43][CH:42]=[CH:41][C:40]=3[N+:45]([O-:47])=[O:46])=[CH:30][CH:29]=2)[C@H:10]([O:48][CH2:49][C@H:50](O)[CH2:51][O:52]S(C2C=CC(C)=CC=2)(=O)=O)[CH2:9]1)=[O:7])([CH3:4])([CH3:3])[CH3:2].[OH-].[Na+], predict the reaction product. The product is: [C:1]([O:5][C:6]([N:8]1[CH2:9][C@@H:10]([O:48][CH2:49][C@H:50]2[CH2:51][O:52]2)[C@H:11]([C:28]2[CH:33]=[CH:32][C:31]([O:34][CH2:35][CH2:36][CH2:37][O:38][C:39]3[CH:44]=[CH:43][CH:42]=[CH:41][C:40]=3[N+:45]([O-:47])=[O:46])=[CH:30][CH:29]=2)[C@@H:12]([O:14][CH2:15][C:16]2[CH:25]=[C:24]([O:26][CH3:27])[C:23]3[C:18](=[CH:19][CH:20]=[CH:21][CH:22]=3)[CH:17]=2)[CH2:13]1)=[O:7])([CH3:3])([CH3:4])[CH3:2]. (7) Given the reactants [C:1]([O:5][C:6](=[O:13])[NH:7][C@H:8]1[CH2:11][C@H:10]([NH2:12])[CH2:9]1)([CH3:4])([CH3:3])[CH3:2].[Cl:14][C:15]1[C:16]([C:21]([CH3:26])([CH3:25])[C:22](O)=[O:23])=[N:17][CH:18]=[CH:19][N:20]=1.CN(C(ON1N=NC2C=CC=NC1=2)=[N+](C)C)C.F[P-](F)(F)(F)(F)F.C(N(CC)CC)C, predict the reaction product. The product is: [C:1]([O:5][C:6](=[O:13])[NH:7][C@H:8]1[CH2:11][C@H:10]([NH:12][C:22](=[O:23])[C:21]([C:16]2[C:15]([Cl:14])=[N:20][CH:19]=[CH:18][N:17]=2)([CH3:26])[CH3:25])[CH2:9]1)([CH3:4])([CH3:2])[CH3:3]. (8) Given the reactants [Br:1][C:2]1[CH:3]=[CH:4][C:5]2[O:14][C:13]3[C:12](=[O:15])[NH:11][C:10]([CH:16]4[CH2:21]C[CH2:19][N:18](C)[CH2:17]4)=[N:9][C:8]=3[C:6]=2[CH:7]=1.N1CC(C2NC(=O)C3OC4C=CC(Br)=CC=4C=3N=2)C1.C1(N)C(F)=C(F)C(F)=C(N)C=1F.Cl.Cl.Cl.Cl.BrC1C=CC2OC3C(=O)NC(C4CCCNC4)=NC=3C=2C=1, predict the reaction product. The product is: [Br:1][C:2]1[CH:3]=[CH:4][C:5]2[O:14][C:13]3[C:12](=[O:15])[NH:11][C:10]([CH:16]4[CH2:21][N:18]([CH3:19])[CH2:17]4)=[N:9][C:8]=3[C:6]=2[CH:7]=1.